This data is from Catalyst prediction with 721,799 reactions and 888 catalyst types from USPTO. The task is: Predict which catalyst facilitates the given reaction. (1) Reactant: C([Si]([O:8][CH:9]1[CH2:14][CH2:13][CH:12]([C:15]2[CH:20]=[CH:19][C:18]([N+:21]([O-:23])=[O:22])=[CH:17][C:16]=2[F:24])[CH2:11][CH:10]1[F:25])(C)C)(C)(C)C. Product: [F:25][CH:10]1[CH2:11][CH:12]([C:15]2[CH:20]=[CH:19][C:18]([N+:21]([O-:23])=[O:22])=[CH:17][C:16]=2[F:24])[CH2:13][CH2:14][C:9]1=[O:8]. The catalyst class is: 19. (2) Reactant: FC(F)(F)C(O)=O.[CH3:8][O:9][N:10]=[CH:11][C:12]1[C:13]([NH2:25])=[N:14][CH:15]=[N:16][C:17]=1[N:18]1[CH2:23][CH2:22][CH:21]([NH2:24])[CH2:20][CH2:19]1.[N+](C1C=CC([O:35][C:36](=O)[NH:37][C:38]2[CH:39]=[N:40][C:41]([O:44][CH:45]3[CH2:48][CH2:47][CH2:46]3)=[CH:42][CH:43]=2)=CC=1)([O-])=O.CCN(C(C)C)C(C)C. Product: [NH2:25][C:13]1[N:14]=[CH:15][N:16]=[C:17]([N:18]2[CH2:23][CH2:22][CH:21]([NH:24][C:36]([NH:37][C:38]3[CH:39]=[N:40][C:41]([O:44][CH:45]4[CH2:46][CH2:47][CH2:48]4)=[CH:42][CH:43]=3)=[O:35])[CH2:20][CH2:19]2)[C:12]=1[CH:11]=[N:10][O:9][CH3:8]. The catalyst class is: 23. (3) Reactant: [NH:1]1[CH:5]=[N:4][CH:3]=[N:2]1.C(=O)([O-])[O-].[K+].[K+].[NH2:12][C:13]1[CH:14]=[CH:15][C:16](F)=[C:17]([CH:20]=1)[C:18]#[N:19].O. Product: [NH2:12][C:13]1[CH:14]=[CH:15][C:16]([N:1]2[CH:5]=[N:4][CH:3]=[N:2]2)=[C:17]([CH:20]=1)[C:18]#[N:19]. The catalyst class is: 37. (4) Reactant: C(N(CC)CC)C.Cl[C:9]([O:11][CH2:12][C:13]1[CH:18]=[CH:17][CH:16]=[CH:15][CH:14]=1)=[O:10].[OH:19][C@@H:20]1[C:32]2[C:24](=[CH:25][C:26]3[O:30][CH2:29][O:28][C:27]=3[CH:31]=2)[C@@H:23]([C:33]2[CH:38]=[C:37]([O:39][CH3:40])[C:36]([OH:41])=[C:35]([O:42][CH3:43])[CH:34]=2)[C@@H:22]2[C:44](=[O:47])[O:45][CH2:46][C@@H:21]12. Product: [C:9](=[O:10])([O:11][CH2:12][C:13]1[CH:18]=[CH:17][CH:16]=[CH:15][CH:14]=1)[O:41][C:36]1[C:35]([O:42][CH3:43])=[CH:34][C:33]([C@H:23]2[C@@H:22]3[C:44](=[O:47])[O:45][CH2:46][C@H:21]3[C@H:20]([OH:19])[C:32]3[C:24]2=[CH:25][C:26]2[O:30][CH2:29][O:28][C:27]=2[CH:31]=3)=[CH:38][C:37]=1[O:39][CH3:40]. The catalyst class is: 4. (5) Reactant: [CH2:1]([O:8][C:9]1[CH:14]=[CH:13][C:12]([C:15](=[O:18])[CH2:16]Cl)=[CH:11][C:10]=1[F:19])[C:2]1[CH:7]=[CH:6][CH:5]=[CH:4][CH:3]=1.Cl.Cl.[CH3:22][O:23][C:24]1[N:29]=[CH:28][C:27]([C:30]2([OH:36])[CH2:35][CH2:34][NH:33][CH2:32][CH2:31]2)=[CH:26][CH:25]=1. Product: [CH2:1]([O:8][C:9]1[CH:14]=[CH:13][C:12]([C:15](=[O:18])[CH2:16][N:33]2[CH2:34][CH2:35][C:30]([OH:36])([C:27]3[CH:28]=[N:29][C:24]([O:23][CH3:22])=[CH:25][CH:26]=3)[CH2:31][CH2:32]2)=[CH:11][C:10]=1[F:19])[C:2]1[CH:7]=[CH:6][CH:5]=[CH:4][CH:3]=1. The catalyst class is: 8. (6) Reactant: CCN=C=NCCCN(C)C.C1C=CC2N(O)N=NC=2C=1.[NH2:22][CH:23]1[CH2:28][CH2:27][N:26]([C:29]([O:31][CH2:32][C:33]2[CH:38]=[CH:37][CH:36]=[CH:35][CH:34]=2)=[O:30])[CH2:25][CH2:24]1.[CH3:39][C:40]1[NH:41][CH:42]=[C:43]([C:45](O)=[O:46])[N:44]=1. Product: [CH3:39][C:40]1[NH:41][CH:42]=[C:43]([C:45]([NH:22][CH:23]2[CH2:24][CH2:25][N:26]([C:29]([O:31][CH2:32][C:33]3[CH:38]=[CH:37][CH:36]=[CH:35][CH:34]=3)=[O:30])[CH2:27][CH2:28]2)=[O:46])[N:44]=1. The catalyst class is: 556. (7) Reactant: [NH:1]1[C:9]2[CH2:8][CH2:7][NH:6][CH2:5][C:4]=2[C:3]([CH:10]2[CH2:14][CH2:13][CH:12]([OH:15])[CH2:11]2)=[N:2]1.[Cl:16][C:17]1[CH:18]=[C:19]([NH:23][C:24](=O)[O:25]C2C=CC=CC=2)[CH:20]=[CH:21][CH:22]=1. Product: [Cl:16][C:17]1[CH:18]=[C:19]([NH:23][C:24]([N:6]2[CH2:7][CH2:8][C:9]3[NH:1][N:2]=[C:3]([CH:10]4[CH2:14][CH2:13][CH:12]([OH:15])[CH2:11]4)[C:4]=3[CH2:5]2)=[O:25])[CH:20]=[CH:21][CH:22]=1. The catalyst class is: 2. (8) Reactant: [NH2:1][C:2]1[C:3]([CH3:19])=[C:4]2[C:8](=[CH:9][C:10]=1[NH2:11])[C:7](=[O:12])[N:6]([CH2:13][CH2:14][N:15]([CH3:17])[CH3:16])[C:5]2=[O:18].[Cl:20][C:21]1[C:26]([CH:27]=O)=[C:25]([O:29][CH3:30])[N:24]=[CH:23][CH:22]=1. Product: [Cl:20][C:21]1[CH:22]=[CH:23][N:24]=[C:25]([O:29][CH3:30])[C:26]=1[C:27]1[NH:11][C:10]2=[CH:9][C:8]3[C:7](=[O:12])[N:6]([CH2:13][CH2:14][N:15]([CH3:16])[CH3:17])[C:5](=[O:18])[C:4]=3[C:3]([CH3:19])=[C:2]2[N:1]=1. The catalyst class is: 130. (9) Reactant: [F:1][C:2]1[CH:17]=[CH:16][C:5]([C:6]([CH2:8][C:9](=O)[C:10]([O:12][CH2:13][CH3:14])=[O:11])=O)=[CH:4][CH:3]=1.O.[NH2:19][NH2:20].C(O)C. Product: [F:1][C:2]1[CH:17]=[CH:16][C:5]([C:6]2[CH:8]=[C:9]([C:10]([O:12][CH2:13][CH3:14])=[O:11])[NH:20][N:19]=2)=[CH:4][CH:3]=1. The catalyst class is: 6.